This data is from Full USPTO retrosynthesis dataset with 1.9M reactions from patents (1976-2016). The task is: Predict the reactants needed to synthesize the given product. Given the product [O:2]1[C:6]2[CH:7]=[CH:8][CH:9]=[C:10]([CH:11]3[CH2:16][CH2:15][N:14]([CH2:17][CH2:18][C@H:19]4[CH2:20][CH2:21][C@H:22]([NH:25][S:32]([N:26]5[CH2:31][CH2:30][O:29][CH2:28][CH2:27]5)(=[O:34])=[O:33])[CH2:23][CH2:24]4)[CH2:13][CH2:12]3)[C:5]=2[O:4][CH2:3]1, predict the reactants needed to synthesize it. The reactants are: Cl.[O:2]1[C:6]2[CH:7]=[CH:8][CH:9]=[C:10]([CH:11]3[CH2:16][CH2:15][N:14]([CH2:17][CH2:18][C@H:19]4[CH2:24][CH2:23][C@H:22]([NH2:25])[CH2:21][CH2:20]4)[CH2:13][CH2:12]3)[C:5]=2[O:4][CH2:3]1.[N:26]1([S:32](Cl)(=[O:34])=[O:33])[CH2:31][CH2:30][O:29][CH2:28][CH2:27]1.